Dataset: Full USPTO retrosynthesis dataset with 1.9M reactions from patents (1976-2016). Task: Predict the reactants needed to synthesize the given product. (1) Given the product [C:49]([O:48][C:47]([NH:46][C@H:41]1[CH2:42][C@@H:43]([CH3:45])[CH2:44][N:39]([C:38]2[CH:37]=[CH:36][N:35]=[CH:34][C:33]=2[NH:32][C:29]([C:13]2[C:12]([NH:11][C:9](=[O:10])[O:8][CH2:1][C:2]3[CH:7]=[CH:6][CH:5]=[CH:4][CH:3]=3)=[CH:21][C:20]3[C:15](=[CH:16][C:17]([N:22]4[CH2:27][CH2:26][CH2:25][CH2:24][C:23]4=[O:28])=[CH:18][CH:19]=3)[N:14]=2)=[O:30])[CH2:40]1)=[O:53])([CH3:50])([CH3:51])[CH3:52], predict the reactants needed to synthesize it. The reactants are: [CH2:1]([O:8][C:9]([NH:11][C:12]1[C:13]([C:29](O)=[O:30])=[N:14][C:15]2[C:20]([CH:21]=1)=[CH:19][CH:18]=[C:17]([N:22]1[CH2:27][CH2:26][CH2:25][CH2:24][C:23]1=[O:28])[CH:16]=2)=[O:10])[C:2]1[CH:7]=[CH:6][CH:5]=[CH:4][CH:3]=1.[NH2:32][C:33]1[CH:34]=[N:35][CH:36]=[CH:37][C:38]=1[N:39]1[CH2:44][C@H:43]([CH3:45])[CH2:42][C@H:41]([NH:46][C:47](=[O:53])[O:48][C:49]([CH3:52])([CH3:51])[CH3:50])[CH2:40]1.CN(C(ON1N=NC2C=CC=NC1=2)=[N+](C)C)C.F[P-](F)(F)(F)(F)F.CCN(C(C)C)C(C)C. (2) Given the product [Cl:14][C:15]1[CH:23]=[CH:22][C:18]([C:19]([N:10]=[C:8]2[N:7]([CH:25]([CH2:30][CH3:31])[C:26]([OH:28])=[O:27])[C:6]3[CH:11]=[C:2]([F:1])[C:3]([F:13])=[C:4]([F:12])[C:5]=3[S:9]2)=[O:20])=[CH:17][CH:16]=1, predict the reactants needed to synthesize it. The reactants are: [F:1][C:2]1[C:3]([F:13])=[C:4]([F:12])[C:5]2[S:9][C:8]([NH2:10])=[N:7][C:6]=2[CH:11]=1.[Cl:14][C:15]1[CH:23]=[CH:22][C:18]([C:19](Cl)=[O:20])=[CH:17][CH:16]=1.Br[CH:25]([CH2:30][CH3:31])[C:26]([O:28]C)=[O:27].COC1C=CC2N=C(N)SC=2C=1.ClC1C=C(C=CC=1)C(Cl)=O.BrCC(OCC)=O. (3) Given the product [Br:1][C:2]1[CH:7]=[CH:6][C:5]([O:8][CH2:9][CH2:10][O:11][CH3:12])=[CH:4][C:3]=1[CH2:13][CH2:14][CH2:15][O:16][CH3:19], predict the reactants needed to synthesize it. The reactants are: [Br:1][C:2]1[CH:7]=[CH:6][C:5]([O:8][CH2:9][CH2:10][O:11][CH3:12])=[CH:4][C:3]=1[CH2:13][CH2:14][CH2:15][OH:16].[H-].[Na+].[CH3:19]I. (4) The reactants are: [NH2:1][C:2]([C:4]1[C:5]([NH:13][C@@H:14]2[CH2:19][CH2:18][CH2:17][N:16](C(OC(C)(C)C)=O)[CH2:15]2)=[C:6]2[CH:12]=[CH:11][NH:10][C:7]2=[N:8][CH:9]=1)=[O:3].[ClH:27]. Given the product [ClH:27].[NH:16]1[CH2:17][CH2:18][CH2:19][C@@H:14]([NH:13][C:5]2[C:4]([C:2]([NH2:1])=[O:3])=[CH:9][N:8]=[C:7]3[NH:10][CH:11]=[CH:12][C:6]=23)[CH2:15]1, predict the reactants needed to synthesize it. (5) Given the product [C:24]([O:28][C:29](=[O:54])[CH2:30][C@H:31]([NH:53][C:20](=[O:22])[CH2:19][NH:18][C:16]([C:14]1[N:15]=[C:11]([NH:10][C:9]([NH:8][CH2:1][C:2]2[CH:3]=[CH:4][CH:5]=[CH:6][CH:7]=2)=[O:23])[S:12][CH:13]=1)=[O:17])[C:32]([NH:34][C:35]1[CH:40]=[CH:39][C:38]([O:41][CH2:42][CH2:43][CH2:44][NH:45][C:46]([O:48][C:49]([CH3:52])([CH3:51])[CH3:50])=[O:47])=[CH:37][CH:36]=1)=[O:33])([CH3:25])([CH3:27])[CH3:26], predict the reactants needed to synthesize it. The reactants are: [CH2:1]([NH:8][C:9](=[O:23])[NH:10][C:11]1[S:12][CH:13]=[C:14]([C:16]([NH:18][CH2:19][C:20]([OH:22])=O)=[O:17])[N:15]=1)[C:2]1[CH:7]=[CH:6][CH:5]=[CH:4][CH:3]=1.[C:24]([O:28][C:29](=[O:54])[CH2:30][C@H:31]([NH2:53])[C:32]([NH:34][C:35]1[CH:40]=[CH:39][C:38]([O:41][CH2:42][CH2:43][CH2:44][NH:45][C:46]([O:48][C:49]([CH3:52])([CH3:51])[CH3:50])=[O:47])=[CH:37][CH:36]=1)=[O:33])([CH3:27])([CH3:26])[CH3:25].CN(C(ON1N=NC2C=CC=CC1=2)=[N+](C)C)C.F[P-](F)(F)(F)(F)F.C1C=CC2N(O)N=NC=2C=1.CCN(C(C)C)C(C)C. (6) Given the product [C:12]([N:8]1[C:9]2[C:4](=[C:3]([O:16][C:23]3[CH:24]=[CH:25][C:20]([C:17]([NH2:18])=[O:19])=[CH:21][CH:22]=3)[C:2]([Br:1])=[CH:11][CH:10]=2)[CH2:5][CH2:6][C@@H:7]1[CH3:15])(=[O:14])[CH3:13], predict the reactants needed to synthesize it. The reactants are: [Br:1][C:2]1[C:3]([OH:16])=[C:4]2[C:9](=[CH:10][CH:11]=1)[N:8]([C:12](=[O:14])[CH3:13])[C@@H:7]([CH3:15])[CH2:6][CH2:5]2.[C:17]([C:20]1[CH:25]=[CH:24][C:23](B(O)O)=[CH:22][CH:21]=1)(=[O:19])[NH2:18].N1C=CC=CC=1. (7) Given the product [CH3:15][C:16]1[CH:17]=[C:18]2[C:22](=[CH:23][CH:24]=1)[N:21]([CH2:10][CH2:9][CH2:8][CH:7]([CH3:12])[CH3:6])[C:20](=[O:25])[C:19]2=[O:26], predict the reactants needed to synthesize it. The reactants are: C(N1[C:12]2[C:7](=[CH:8][CH:9]=[CH:10]C=2)[C:6](=O)C1=O)CC.[CH3:15][C:16]1[CH:17]=[C:18]2[C:22](=[CH:23][CH:24]=1)[NH:21][C:20](=[O:25])[C:19]2=[O:26].BrCCCCCC. (8) Given the product [C:9]([OH:11])(=[O:10])[CH2:8][CH2:3][C:2]1[C:1](=[CH:15][CH:14]=[CH:19][CH:18]=1)[OH:13], predict the reactants needed to synthesize it. The reactants are: [C:1]([OH:13])(=O)[CH2:2][C:3]([CH2:8][C:9]([OH:11])=[O:10])(C(O)=O)O.[CH:14]1[CH:15]=CC2OC(=O)CC[C:18]=2[CH:19]=1. (9) Given the product [Cl:9][C:6]1[N:5]=[CH:4][C:3]([C:10]([N:12]2[CH2:17][CH2:16][CH:15]([C:18]3[CH:23]=[CH:22][C:21]([F:24])=[CH:20][CH:19]=3)[CH2:14][CH2:13]2)=[O:11])=[C:2]([NH:28][C:27]2[CH:29]=[CH:30][CH:31]=[C:32]([CH3:33])[C:26]=2[F:25])[C:7]=1[CH3:8], predict the reactants needed to synthesize it. The reactants are: Cl[C:2]1[C:7]([CH3:8])=[C:6]([Cl:9])[N:5]=[CH:4][C:3]=1[C:10]([N:12]1[CH2:17][CH2:16][CH:15]([C:18]2[CH:23]=[CH:22][C:21]([F:24])=[CH:20][CH:19]=2)[CH2:14][CH2:13]1)=[O:11].[F:25][C:26]1[C:32]([CH3:33])=[CH:31][CH:30]=[CH:29][C:27]=1[NH2:28].